This data is from Full USPTO retrosynthesis dataset with 1.9M reactions from patents (1976-2016). The task is: Predict the reactants needed to synthesize the given product. Given the product [Si:1]([O:8][C@H:9]1[CH2:18][C:17]2([CH2:21][CH2:20][CH2:19]2)[CH2:16][C:15]2[N:14]=[C:13]([CH:22]([CH3:24])[CH3:23])[C:12]([C@@H:25]([C:27]3[CH:32]=[CH:31][C:30]([C:33]([CH3:36])([CH3:35])[CH3:34])=[CH:29][CH:28]=3)[OH:26])=[C:11]([C:41]3[CH2:42][CH2:43][O:38][CH2:39][CH:40]=3)[C:10]1=2)([C:4]([CH3:7])([CH3:6])[CH3:5])([CH3:3])[CH3:2], predict the reactants needed to synthesize it. The reactants are: [Si:1]([O:8][C@H:9]1[CH2:18][C:17]2([CH2:21][CH2:20][CH2:19]2)[CH2:16][C:15]2[N:14]=[C:13]([CH:22]([CH3:24])[CH3:23])[C:12]([C@@H:25]([C:27]3[CH:32]=[CH:31][C:30]([C:33]([CH3:36])([CH3:35])[CH3:34])=[CH:29][CH:28]=3)[OH:26])=[C:11](I)[C:10]1=2)([C:4]([CH3:7])([CH3:6])[CH3:5])([CH3:3])[CH3:2].[O:38]1[CH2:43][CH:42]=[C:41](B2OC(C)(C)C(C)(C)O2)[CH2:40][CH2:39]1.